This data is from Forward reaction prediction with 1.9M reactions from USPTO patents (1976-2016). The task is: Predict the product of the given reaction. The product is: [Cl:1][C:2]1[CH:3]=[CH:4][C:5]([OH:12])=[C:6]([NH:8][C:9]([NH2:11])=[O:10])[CH:7]=1. Given the reactants [Cl:1][C:2]1[CH:3]=[CH:4][C:5]([O:12]C)=[C:6]([NH:8][C:9]([NH2:11])=[O:10])[CH:7]=1.B(Br)(Br)Br.C(OC(C)C)(C)C, predict the reaction product.